From a dataset of Forward reaction prediction with 1.9M reactions from USPTO patents (1976-2016). Predict the product of the given reaction. Given the reactants [CH:1]([C@H:4]1[CH2:8][N:7]([CH2:9][CH:10]2[CH2:15][CH2:14][N:13](C(OC(C)(C)C)=O)[CH2:12][CH2:11]2)[C:6](=[O:23])[N:5]1[C:24]1[CH:29]=[CH:28][N:27]2[N:30]=[CH:31][C:32]([C:33]3[CH:38]=[CH:37][C:36]([C:39]4[N:43]=[CH:42][N:41](COCC[Si](C)(C)C)[N:40]=4)=[CH:35][CH:34]=3)=[C:26]2[N:25]=1)([CH3:3])[CH3:2].CCO.C([O-])(O)=O.[Na+].[ClH:60], predict the reaction product. The product is: [ClH:60].[NH:41]1[CH:42]=[N:43][C:39]([C:36]2[CH:35]=[CH:34][C:33]([C:32]3[CH:31]=[N:30][N:27]4[CH:28]=[CH:29][C:24]([N:5]5[C@@H:4]([CH:1]([CH3:3])[CH3:2])[CH2:8][N:7]([CH2:9][CH:10]6[CH2:15][CH2:14][NH:13][CH2:12][CH2:11]6)[C:6]5=[O:23])=[N:25][C:26]=34)=[CH:38][CH:37]=2)=[N:40]1.